Dataset: Reaction yield outcomes from USPTO patents with 853,638 reactions. Task: Predict the reaction yield, written as a fraction of the theoretical maximum amount of product (1.0 means a 100% yield; for example, 0.34 means a 34% yield). (1) The reactants are [Br:1][C:2]1[CH:3]=[C:4]([CH:8]([OH:22])[CH2:9][NH:10][CH2:11][C:12]([NH:14][C:15]2[CH:20]=[CH:19][CH:18]=[CH:17][C:16]=2[CH3:21])=[O:13])[CH:5]=[CH:6][CH:7]=1.[O:23](C(OC(C)(C)C)=O)[C:24]([O:26][C:27]([CH3:30])([CH3:29])[CH3:28])=O.C([O-])(O)=O.[Na+].C(OCC)(=O)C. The catalyst is C1COCC1.CN(C1C=CN=CC=1)C. The product is [C:27]([O:26][C:24](=[O:23])[N:10]([CH2:9][CH:8]([C:4]1[CH:5]=[CH:6][CH:7]=[C:2]([Br:1])[CH:3]=1)[OH:22])[CH2:11][C:12](=[O:13])[NH:14][C:15]1[CH:20]=[CH:19][CH:18]=[CH:17][C:16]=1[CH3:21])([CH3:30])([CH3:29])[CH3:28]. The yield is 0.880. (2) The reactants are Cl[C:2]1[C:3]([C:12]([F:15])([F:14])[F:13])=[CH:4][C:5]([N+:9]([O-:11])=[O:10])=[C:6]([NH2:8])[CH:7]=1.CN(C=O)C.[CH3:21][S-:22].[Na+].O. The catalyst is [Cl-].[Na+].O. The product is [CH3:21][S:22][C:2]1[C:3]([C:12]([F:15])([F:14])[F:13])=[CH:4][C:5]([N+:9]([O-:11])=[O:10])=[C:6]([NH2:8])[CH:7]=1. The yield is 0.950. (3) The reactants are [CH2:1]([N:8]([CH2:19][C:20]1[CH:25]=[CH:24][CH:23]=[CH:22][CH:21]=1)[S:9]([C:12]1[CH:17]=[CH:16][CH:15]=[CH:14][C:13]=1Br)(=[O:11])=[O:10])[C:2]1[CH:7]=[CH:6][CH:5]=[CH:4][CH:3]=1.[C:26]([C:30]1[CH:34]=[C:33]([NH2:35])[N:32]([C:36]2[CH:41]=[CH:40][CH:39]=[CH:38][C:37]=2[CH3:42])[N:31]=1)([CH3:29])([CH3:28])[CH3:27].C(=O)([O-])[O-].[Cs+].[Cs+].C1C=CC(P(C2C(C3C(P(C4C=CC=CC=4)C4C=CC=CC=4)=CC=C4C=3C=CC=C4)=C3C(C=CC=C3)=CC=2)C2C=CC=CC=2)=CC=1. The catalyst is C1(C)C=CC=CC=1.C1C=CC(/C=C/C(/C=C/C2C=CC=CC=2)=O)=CC=1.C1C=CC(/C=C/C(/C=C/C2C=CC=CC=2)=O)=CC=1.C1C=CC(/C=C/C(/C=C/C2C=CC=CC=2)=O)=CC=1.[Pd].[Pd]. The product is [CH2:1]([N:8]([CH2:19][C:20]1[CH:25]=[CH:24][CH:23]=[CH:22][CH:21]=1)[S:9]([C:12]1[CH:17]=[CH:16][CH:15]=[CH:14][C:13]=1[NH:35][C:33]1[N:32]([C:36]2[CH:41]=[CH:40][CH:39]=[CH:38][C:37]=2[CH3:42])[N:31]=[C:30]([C:26]([CH3:29])([CH3:28])[CH3:27])[CH:34]=1)(=[O:11])=[O:10])[C:2]1[CH:7]=[CH:6][CH:5]=[CH:4][CH:3]=1. The yield is 0.770. (4) The catalyst is CO. The reactants are [O:1]1[CH2:6][CH2:5][C:4](=O)[CH2:3][CH2:2]1.[C:8](=[S:10])=[S:9].[CH2:11]([C:14]#[N:15])[C:12]#[N:13].C(N(CC)CC)C. The yield is 0.560. The product is [NH2:15][C:14]1[S:9][C:8](=[S:10])[C:3]2[CH2:2][O:1][CH2:6][CH2:5][C:4]=2[C:11]=1[C:12]#[N:13]. (5) The reactants are [CH3:1][N:2]1[CH:6]=[CH:5][CH:4]=[C:3]1[C:7]1[NH:8][C:9]2[CH:15]=[C:14]([Cl:16])[C:13]([Cl:17])=[CH:12][C:10]=2[N:11]=1.O(Cl)Cl.O.[OH-].[Na+].CN(C)[CH:26]=[O:27]. No catalyst specified. The product is [CH:26]([C:6]1[N:2]([CH3:1])[C:3]([C:7]2[NH:11][C:10]3[CH:12]=[C:13]([Cl:17])[C:14]([Cl:16])=[CH:15][C:9]=3[N:8]=2)=[CH:4][CH:5]=1)=[O:27]. The yield is 0.710. (6) The reactants are [NH2:1][C:2]([C:4]1[CH:9]=[CH:8][C:7]([C:10]2[C:11]3[N:12]([C:25]([CH2:28][CH3:29])=[CH:26][CH:27]=3)[N:13]=[C:14]([CH3:24])[C:15]=2[CH2:16][CH2:17][CH2:18][CH2:19][CH2:20][C:21]([OH:23])=[O:22])=[CH:6][CH:5]=1)=[O:3].[OH-].[Na+:31]. The catalyst is O. The product is [Na+:31].[NH2:1][C:2]([C:4]1[CH:9]=[CH:8][C:7]([C:10]2[C:11]3[N:12]([C:25]([CH2:28][CH3:29])=[CH:26][CH:27]=3)[N:13]=[C:14]([CH3:24])[C:15]=2[CH2:16][CH2:17][CH2:18][CH2:19][CH2:20][C:21]([O-:23])=[O:22])=[CH:6][CH:5]=1)=[O:3]. The yield is 0.982. (7) The reactants are Cl[CH:2]([C:9]1[CH:14]=[CH:13][CH:12]=[CH:11][CH:10]=1)[C:3]1[CH:8]=[CH:7][CH:6]=[CH:5][CH:4]=1.[OH:15][N:16]1[C:20](=[O:21])[C:19]2=[CH:22][CH:23]=[CH:24][CH:25]=[C:18]2[C:17]1=[O:26].CCN(CC)CC.O. The catalyst is CN(C=O)C. The product is [CH:2]([O:15][N:16]1[C:17](=[O:26])[C:18]2=[CH:25][CH:24]=[CH:23][CH:22]=[C:19]2[C:20]1=[O:21])([C:9]1[CH:14]=[CH:13][CH:12]=[CH:11][CH:10]=1)[C:3]1[CH:8]=[CH:7][CH:6]=[CH:5][CH:4]=1. The yield is 0.850. (8) The reactants are [Cl:1][C:2]1[CH:3]=[CH:4][C:5]([F:32])=[C:6]([NH:8][C:9]2[CH:14]=[C:13]([NH:15][CH:16]3[CH2:18][CH2:17]3)[N:12]3[N:19]=[CH:20][C:21](/[CH:22]=[C:23]4/[C:24](=[O:31])[N:25]([CH2:29][OH:30])[C:26](=[O:28])[NH:27]/4)=[C:11]3[N:10]=2)[CH:7]=1.[C:33]1(=[O:40])[O:39][C:37](=[O:38])[CH2:36][CH2:35][CH2:34]1.Cl. The catalyst is N1C=CC=CC=1.CN(C1C=CN=CC=1)C. The product is [Cl:1][C:2]1[CH:3]=[CH:4][C:5]([F:32])=[C:6]([NH:8][C:9]2[CH:14]=[C:13]([NH:15][CH:16]3[CH2:17][CH2:18]3)[N:12]3[N:19]=[CH:20][C:21](/[CH:22]=[C:23]4\[NH:27][C:26](=[O:28])[N:25]([CH2:29][O:30][C:33](=[O:40])[CH2:34][CH2:35][CH2:36][C:37]([OH:39])=[O:38])[C:24]\4=[O:31])=[C:11]3[N:10]=2)[CH:7]=1. The yield is 0.320. (9) The reactants are C([O:9][CH2:10][C@@H:11]1[C@@H:15]([F:16])[C@:14]([O:18]C(=O)C2C=CC=CC=2)([CH3:17])[C@H:13]([N:27]2[CH:35]=[N:34][C:33]3[C:28]2=[N:29][C:30]([NH2:37])=[N:31][C:32]=3Cl)[O:12]1)(=O)C1C=CC=CC=1.[NH:38]1[CH2:41][CH2:40][CH2:39]1.CCN(CC)CC.C[O-].[Na+]. The catalyst is CCO. The product is [NH2:37][C:30]1[N:29]=[C:28]2[C:33]([N:34]=[CH:35][N:27]2[C@H:13]2[C@:14]([CH3:17])([OH:18])[C@H:15]([F:16])[C@@H:11]([CH2:10][OH:9])[O:12]2)=[C:32]([N:38]2[CH2:41][CH2:40][CH2:39]2)[N:31]=1. The yield is 0.680. (10) The reactants are [Cl:1][C:2]1[CH:8]=[CH:7][C:5]([NH2:6])=[C:4]([F:9])[CH:3]=1.[N:10]([O-])=O.[Na+].C([O-])(=O)C.[Na+].[C:19]([CH2:22][C:23](=[O:25])[CH3:24])(=[O:21])[CH3:20]. The catalyst is C(O)(=O)C.Cl.O. The product is [Cl:1][C:2]1[CH:8]=[CH:7][C:5]([NH:6][N:10]=[C:22]([C:23](=[O:25])[CH3:24])[C:19](=[O:21])[CH3:20])=[C:4]([F:9])[CH:3]=1. The yield is 0.570.